From a dataset of Full USPTO retrosynthesis dataset with 1.9M reactions from patents (1976-2016). Predict the reactants needed to synthesize the given product. (1) Given the product [Cl:1][C:2]1[C:3]2[CH2:24][CH2:25][N:10]([C@@:11]3([CH3:23])[CH2:15][CH2:14][N:13]([C:16]([O:18][C:19]([CH3:21])([CH3:20])[CH3:22])=[O:17])[CH2:12]3)[C:4]=2[N:5]=[C:6]([S:8][CH3:9])[N:7]=1, predict the reactants needed to synthesize it. The reactants are: [Cl:1][C:2]1[N:7]=[C:6]([S:8][CH3:9])[N:5]=[C:4]([NH:10][C@@:11]2([CH3:23])[CH2:15][CH2:14][N:13]([C:16]([O:18][C:19]([CH3:22])([CH3:21])[CH3:20])=[O:17])[CH2:12]2)[C:3]=1[CH2:24][CH2:25]OS(C)(=O)=O.C1CCN2C(=NCCC2)CC1. (2) Given the product [N:1]1[CH:2]=[CH:3][C:4]([CH2:7][CH2:8][CH2:9][N:15]2[C:11](=[O:21])[C:12]3[C:13](=[CH:17][CH:18]=[CH:19][CH:20]=3)[C:14]2=[O:16])=[CH:5][CH:6]=1, predict the reactants needed to synthesize it. The reactants are: [N:1]1[CH:6]=[CH:5][C:4]([CH2:7][CH2:8][CH2:9]O)=[CH:3][CH:2]=1.[C:11]1(=[O:21])[NH:15][C:14](=[O:16])[C:13]2=[CH:17][CH:18]=[CH:19][CH:20]=[C:12]12.C1(P(C2C=CC=CC=2)C2C=CC=CC=2)C=CC=CC=1.CC(OC(/N=N/C(OC(C)C)=O)=O)C. (3) Given the product [NH2:1][C:2]1[CH:7]=[CH:6][C:5]([CH3:8])=[CH:4][C:3]=1[C:9]([CH:11]1[CH2:13][CH2:12][CH2:20][CH2:19][CH2:17]1)=[O:10], predict the reactants needed to synthesize it. The reactants are: [NH2:1][C:2]1[CH:7]=[CH:6][C:5]([CH3:8])=[CH:4][C:3]=1[C:9]([CH:11]1[CH2:13][CH2:12]1)=[O:10].CON(C)[C:17]([CH:19]1CCCC[CH2:20]1)=O.